Dataset: Forward reaction prediction with 1.9M reactions from USPTO patents (1976-2016). Task: Predict the product of the given reaction. (1) The product is: [Cl:12][C:13]1[C:18]([Cl:19])=[CH:17][CH:16]=[CH:15][C:14]=1[S:20]([NH:23][C:24]1[C:29]([O:11][CH2:10][C:8]2[O:9][C:5]([CH2:4][N:2]([CH3:1])[CH3:3])=[CH:6][CH:7]=2)=[N:28][C:27]([Cl:31])=[CH:26][N:25]=1)(=[O:22])=[O:21]. Given the reactants [CH3:1][N:2]([CH2:4][C:5]1[O:9][C:8]([CH2:10][OH:11])=[CH:7][CH:6]=1)[CH3:3].[Cl:12][C:13]1[C:18]([Cl:19])=[CH:17][CH:16]=[CH:15][C:14]=1[S:20]([NH:23][C:24]1[C:29](Cl)=[N:28][C:27]([Cl:31])=[CH:26][N:25]=1)(=[O:22])=[O:21], predict the reaction product. (2) Given the reactants C1C(=O)N([Cl:8])C(=O)C1.[CH2:9]([O:11][C:12](=[O:26])[C:13]1[CH:18]=[C:17]([C:19]([F:22])([F:21])[F:20])[C:16]([CH:23]=[O:24])=[CH:15][C:14]=1[NH2:25])[CH3:10].O, predict the reaction product. The product is: [CH2:9]([O:11][C:12](=[O:26])[C:13]1[CH:18]=[C:17]([C:19]([F:21])([F:20])[F:22])[C:16]([CH:23]=[O:24])=[C:15]([Cl:8])[C:14]=1[NH2:25])[CH3:10]. (3) The product is: [CH:18]1([CH2:17][N:1]2[C:5]3=[N:6][CH:7]=[CH:8][CH:9]=[C:4]3[C:3]([C:10]#[N:11])=[N:2]2)[CH2:24][CH2:23][CH2:22][CH2:21][CH2:20][CH2:19]1. Given the reactants [NH:1]1[C:5]2=[N:6][CH:7]=[CH:8][CH:9]=[C:4]2[C:3]([C:10]#[N:11])=[N:2]1.CS(O[CH2:17][CH:18]1[CH2:24][CH2:23][CH2:22][CH2:21][CH2:20][CH2:19]1)(=O)=O.C(=O)([O-])[O-].[Cs+].[Cs+].O, predict the reaction product. (4) The product is: [CH2:1]([O:3][C:4]([C:6]1[C:7]([OH:23])=[C:8]2[C:15]([C:16]3[CH:21]=[CH:20][C:19]([Cl:22])=[CH:18][CH:17]=3)=[N:14][S:13][C:9]2=[C:10]([C:32]2[C:33]3[C:28](=[CH:27][CH:26]=[CH:25][CH:24]=3)[CH:29]=[CH:30][CH:31]=2)[N:11]=1)=[O:5])[CH3:2]. Given the reactants [CH2:1]([O:3][C:4]([C:6]1[C:7]([OH:23])=[C:8]2[C:15]([C:16]3[CH:21]=[CH:20][C:19]([Cl:22])=[CH:18][CH:17]=3)=[N:14][S:13][C:9]2=[C:10](Br)[N:11]=1)=[O:5])[CH3:2].[C:24]1(B(O)O)[C:33]2[C:28](=[CH:29][CH:30]=[CH:31][CH:32]=2)[CH:27]=[CH:26][CH:25]=1, predict the reaction product. (5) Given the reactants [CH:1]1([N:7]2[CH2:13][C:12]([CH2:15][CH3:16])([F:14])[C:11](=[O:17])[N:10]([CH3:18])[C:9]3[CH:19]=[N:20][C:21]([NH:23][C:24]4[CH:32]=[CH:31][C:27]([C:28](O)=[O:29])=[CH:26][C:25]=4[O:33][CH3:34])=[N:22][C:8]2=3)[CH2:6][CH2:5][CH2:4][CH2:3][CH2:2]1.CN(C(ON1N=[N:50][C:45]2[CH:46]=C[CH:48]=[N:49][C:44]1=2)=[N+](C)C)C.F[P-](F)(F)(F)(F)F.Cl.CN1CC(N)C1, predict the reaction product. The product is: [CH:1]1([N:7]2[CH2:13][C:12]([CH2:15][CH3:16])([F:14])[C:11](=[O:17])[N:10]([CH3:18])[C:9]3[CH:19]=[N:20][C:21]([NH:23][C:24]4[CH:32]=[CH:31][C:27]([C:28]([NH:50][CH:45]5[CH2:44][N:49]([CH3:48])[CH2:46]5)=[O:29])=[CH:26][C:25]=4[O:33][CH3:34])=[N:22][C:8]2=3)[CH2:6][CH2:5][CH2:4][CH2:3][CH2:2]1. (6) Given the reactants [Cl:1][C:2]1[CH:3]=[C:4]([N:9]=[C:10]=[O:11])[CH:5]=[CH:6][C:7]=1[Cl:8].[OH:12][C:13]1[CH:18]=[CH:17][C:16]([CH:19]([NH:24][CH2:25][CH:26]=[CH2:27])[C:20](OC)=[O:21])=[CH:15][CH:14]=1, predict the reaction product. The product is: [Cl:1][C:2]1[CH:3]=[C:4]([N:9]2[C:20](=[O:21])[CH:19]([C:16]3[CH:17]=[CH:18][C:13]([OH:12])=[CH:14][CH:15]=3)[N:24]([CH2:25][CH:26]=[CH2:27])[C:10]2=[O:11])[CH:5]=[CH:6][C:7]=1[Cl:8]. (7) Given the reactants O[N:2]1C2C=CC=CC=2N=N1.CCN=C=NCCCN(C)C.Cl.C(N(CC)C(C)C)(C)C.[C:32]([O:36][C:37]([N:39]1[CH2:43][CH2:42][CH:41]([C:44]2[CH:49]=[CH:48][C:47]([NH:50][C:51]3[N:56]=[C:55]([CH2:57][CH2:58][C:59]4[CH:64]=[CH:63][CH:62]=[CH:61][C:60]=4[CH2:65][C:66]([O-])=[O:67])[C:54]([C:69]([F:72])([F:71])[F:70])=[CH:53][N:52]=3)=[CH:46][CH:45]=2)[CH2:40]1)=[O:38])([CH3:35])([CH3:34])[CH3:33].[Li+].C(=O)([O-])[O-].[NH4+].[NH4+], predict the reaction product. The product is: [NH2:2][C:66](=[O:67])[CH2:65][C:60]1[CH:61]=[CH:62][CH:63]=[CH:64][C:59]=1[CH2:58][CH2:57][C:55]1[C:54]([C:69]([F:70])([F:72])[F:71])=[CH:53][N:52]=[C:51]([NH:50][C:47]2[CH:48]=[CH:49][C:44]([CH:41]3[CH2:42][CH2:43][N:39]([C:37]([O:36][C:32]([CH3:35])([CH3:33])[CH3:34])=[O:38])[CH2:40]3)=[CH:45][CH:46]=2)[N:56]=1. (8) Given the reactants Br[CH2:2][C:3]([C:5]1[CH:10]=[CH:9][CH:8]=[CH:7][CH:6]=1)=[O:4].[N-:11]=[N+:12]=[N-:13].[Na+], predict the reaction product. The product is: [N:11]([CH2:2][C:3]([C:5]1[CH:10]=[CH:9][CH:8]=[CH:7][CH:6]=1)=[O:4])=[N+:12]=[N-:13]. (9) Given the reactants C(O[K])(C)(C)C.[C:7]([O:11][C:12]([N:14]1[CH2:19][CH2:18][N:17]([C:20]2[C:25]([NH2:26])=[C:24]([C:27]#[C:28][Si](C)(C)C)[N:23]=[CH:22][N:21]=2)[CH2:16][CH2:15]1)=[O:13])([CH3:10])([CH3:9])[CH3:8], predict the reaction product. The product is: [C:7]([O:11][C:12]([N:14]1[CH2:19][CH2:18][N:17]([C:20]2[C:25]3[NH:26][CH:28]=[CH:27][C:24]=3[N:23]=[CH:22][N:21]=2)[CH2:16][CH2:15]1)=[O:13])([CH3:10])([CH3:9])[CH3:8].